Dataset: Full USPTO retrosynthesis dataset with 1.9M reactions from patents (1976-2016). Task: Predict the reactants needed to synthesize the given product. (1) Given the product [CH2:27]([O:26][C:24](=[O:25])[CH2:23][CH2:22][CH2:21][CH2:20][CH2:19][NH:16][C:17]([N:13]1[CH:14]=[CH:15][C:11]([C:9](=[O:10])[NH:8][C:3]2[C:2]([CH3:1])=[CH:7][CH:6]=[CH:5][N:4]=2)=[N:12]1)=[O:18])[CH3:28], predict the reactants needed to synthesize it. The reactants are: [CH3:1][C:2]1[C:3]([NH:8][C:9]([C:11]2[CH:15]=[CH:14][NH:13][N:12]=2)=[O:10])=[N:4][CH:5]=[CH:6][CH:7]=1.[N:16]([CH2:19][CH2:20][CH2:21][CH2:22][CH2:23][C:24]([O:26][CH2:27][CH3:28])=[O:25])=[C:17]=[O:18]. (2) The reactants are: [CH2:1]([O:8][C:9](=[O:41])[CH2:10][CH2:11][CH2:12][CH2:13][CH2:14][N:15]([CH2:23][C:24]1[C:29]([CH:30]=O)=[CH:28][N:27]=[C:26]([CH3:32])[C:25]=1[O:33][CH2:34][C:35]1[CH:40]=[CH:39][CH:38]=[CH:37][CH:36]=1)[C:16]([O:18][C:19]([CH3:22])([CH3:21])[CH3:20])=[O:17])[C:2]1[CH:7]=[CH:6][CH:5]=[CH:4][CH:3]=1.[NH2:42][C:43]1[CH:48]=[CH:47][C:46]([C:49]2[CH:54]=[CH:53][C:52]([C:55]#[N:56])=[CH:51][CH:50]=2)=[CH:45][CH:44]=1. Given the product [CH2:1]([O:8][C:9](=[O:41])[CH2:10][CH2:11][CH2:12][CH2:13][CH2:14][N:15]([CH2:23][C:24]1[C:29]([CH2:30][NH:42][C:43]2[CH:44]=[CH:45][C:46]([C:49]3[CH:54]=[CH:53][C:52]([C:55]#[N:56])=[CH:51][CH:50]=3)=[CH:47][CH:48]=2)=[CH:28][N:27]=[C:26]([CH3:32])[C:25]=1[O:33][CH2:34][C:35]1[CH:40]=[CH:39][CH:38]=[CH:37][CH:36]=1)[C:16]([O:18][C:19]([CH3:22])([CH3:21])[CH3:20])=[O:17])[C:2]1[CH:3]=[CH:4][CH:5]=[CH:6][CH:7]=1, predict the reactants needed to synthesize it. (3) Given the product [CH3:1][O:2][C:3](=[O:44])[C@@H:4]([NH:14][C:15]([C:17]1[N:18]=[C:19]([CH2:38][CH:39]2[CH2:40][CH2:41][CH2:42][CH2:43]2)[C:20]2[C:25]([CH:26]=1)=[CH:24][CH:23]=[C:22]([O:27][C:28]1[CH:33]=[CH:32][C:31]([C:34]([CH3:37])([CH3:36])[CH3:35])=[CH:30][CH:29]=1)[CH:21]=2)=[O:16])[CH2:5][C:6]1[S:7][C:8]([CH:11]([CH3:13])[CH3:12])=[CH:9][CH:10]=1, predict the reactants needed to synthesize it. The reactants are: [CH3:1][O:2][C:3](=[O:44])[C@@H:4]([NH:14][C:15]([C:17]1[N:18]=[C:19]([CH2:38][CH:39]2[CH2:43][CH2:42][CH2:41][CH2:40]2)[C:20]2[C:25]([CH:26]=1)=[CH:24][CH:23]=[C:22]([O:27][C:28]1[CH:33]=[CH:32][C:31]([C:34]([CH3:37])([CH3:36])[CH3:35])=[CH:30][CH:29]=1)[CH:21]=2)=[O:16])[CH2:5][C:6]1[S:7][C:8]([C:11]([CH3:13])=[CH2:12])=[CH:9][CH:10]=1. (4) The reactants are: [C:1]1([CH:7]2[CH2:16][CH2:15][C:14]3[C:9](=[CH:10][CH:11]=[C:12]([OH:17])[CH:13]=3)[O:8]2)[CH:6]=[CH:5][CH:4]=[CH:3][CH:2]=1.Cl[C:19]1[CH:24]=[CH:23][C:22]([O:25][CH3:26])=[CH:21][C:20]=1[N+:27]([O-:29])=[O:28].[OH-].[K+].[I-].[K+].Cl. Given the product [CH3:26][O:25][C:22]1[CH:23]=[CH:24][C:19]([O:17][C:12]2[CH:13]=[C:14]3[C:9](=[CH:10][CH:11]=2)[O:8][CH:7]([C:1]2[CH:2]=[CH:3][CH:4]=[CH:5][CH:6]=2)[CH2:16][CH2:15]3)=[C:20]([N+:27]([O-:29])=[O:28])[CH:21]=1, predict the reactants needed to synthesize it. (5) Given the product [CH3:16][S:17]([N:6]1[CH2:5][CH:4]([CH3:8])[NH:3][CH:2]([CH3:1])[CH2:7]1)(=[O:19])=[O:18], predict the reactants needed to synthesize it. The reactants are: [CH3:1][C@H:2]1[CH2:7][NH:6][CH2:5][C@@H:4]([CH3:8])[NH:3]1.C(N(CC)CC)C.[CH3:16][S:17](Cl)(=[O:19])=[O:18]. (6) The reactants are: C(O[C:4](=[O:9])[CH2:5][N+:6]([O-:8])=[O:7])C.[H-].[Na+].[H][H].[CH3:14][N:15]1C(=O)O[C:18](=[O:19])[C:17]2=[CH:23][CH:24]=[CH:25][CH:26]=[C:16]12.Cl. Given the product [OH:19][C:18]1[C:17]2[C:16](=[CH:26][CH:25]=[CH:24][CH:23]=2)[N:15]([CH3:14])[C:4](=[O:9])[C:5]=1[N+:6]([O-:8])=[O:7], predict the reactants needed to synthesize it. (7) Given the product [CH3:18][C:19]1[CH:20]=[CH:21][C:22]([CH2:23][CH:24]2[CH2:29][CH2:28][N:27]([C:14](=[O:16])[C:13]([NH:12][C:10]3[CH:9]=[CH:8][C:6]4[NH:7][C:2](=[O:1])[CH2:3][O:4][C:5]=4[CH:11]=3)=[O:17])[CH2:26][CH2:25]2)=[CH:30][CH:31]=1, predict the reactants needed to synthesize it. The reactants are: [O:1]=[C:2]1[NH:7][C:6]2[CH:8]=[CH:9][C:10]([NH:12][C:13](=[O:17])[C:14]([OH:16])=O)=[CH:11][C:5]=2[O:4][CH2:3]1.[CH3:18][C:19]1[CH:31]=[CH:30][C:22]([CH2:23][CH:24]2[CH2:29][CH2:28][NH:27][CH2:26][CH2:25]2)=[CH:21][CH:20]=1. (8) Given the product [CH:1]1([C:9](=[O:11])[CH2:19][OH:18])[C:4]2[CH:5]=[CH:6][CH:7]=[CH:8][C:3]=2[CH2:2]1, predict the reactants needed to synthesize it. The reactants are: [C:1]1([C:9]([OH:11])=O)[C:4]2[CH:5]=[CH:6][CH:7]=[CH:8][C:3]=2[CH:2]=1.S(Cl)(Cl)=O.C[Si](C)(C)[O:18][CH:19](O[Si](C)(C)C)CO[Si](C)(C)C.Cl.